From a dataset of Catalyst prediction with 721,799 reactions and 888 catalyst types from USPTO. Predict which catalyst facilitates the given reaction. (1) Reactant: C(=O)(O)[O-].[Na+].Br.[Cl:7][C:8]1[CH:13]=[CH:12][C:11]([C:14]2[N:15]=[C:16](N)[S:17][CH:18]=2)=[CH:10][C:9]=1[N+:20]([O-:22])=[O:21]. Product: [Cl:7][C:8]1[CH:13]=[CH:12][C:11]([C:14]2[N:15]=[CH:16][S:17][CH:18]=2)=[CH:10][C:9]=1[N+:20]([O-:22])=[O:21]. The catalyst class is: 13. (2) Reactant: [C:1]([O:9][CH2:10][CH2:11][CH2:12][CH2:13][C:14]1[S:15][C:16]([NH2:19])=[N:17][N:18]=1)(=[O:8])[C:2]1[CH:7]=[CH:6][CH:5]=[CH:4][CH:3]=1.[F:20][C:21]([F:34])([F:33])[O:22][C:23]1[CH:24]=[C:25]([CH2:29][C:30](O)=[O:31])[CH:26]=[CH:27][CH:28]=1.C1C=CC2N(O)N=NC=2C=1.CCN(C(C)C)C(C)C.CCN=C=NCCCN(C)C.Cl. Product: [C:1]([O:9][CH2:10][CH2:11][CH2:12][CH2:13][C:14]1[S:15][C:16]([NH:19][C:30](=[O:31])[CH2:29][C:25]2[CH:26]=[CH:27][CH:28]=[C:23]([O:22][C:21]([F:33])([F:20])[F:34])[CH:24]=2)=[N:17][N:18]=1)(=[O:8])[C:2]1[CH:7]=[CH:6][CH:5]=[CH:4][CH:3]=1. The catalyst class is: 3. (3) Reactant: [CH:1]([N:4]=[C:5]([CH3:7])[CH3:6])([CH3:3])[CH3:2].C([O:10][CH:11]=[C:12]([C:18](OCC)=O)[C:13]([O:15][CH2:16][CH3:17])=[O:14])C. Product: [CH:5]([N:4]1[C:1]([CH3:3])=[CH:2][CH:18]=[C:12]([C:13]([O:15][CH2:16][CH3:17])=[O:14])[C:11]1=[O:10])([CH3:7])[CH3:6]. The catalyst class is: 400. (4) Reactant: [H-].[Na+].CC1C=CC(S(/[CH:13]=[CH:14]/[C:15]2[CH:20]=[C:19]([Cl:21])[CH:18]=[CH:17][C:16]=2[CH3:22])(=O)=O)=CC=1.[N+:23]([CH2:25][C:26]([O:28][CH2:29][CH3:30])=[O:27])#[C-:24].O. Product: [Cl:21][C:19]1[CH:18]=[CH:17][C:16]([CH3:22])=[C:15]([C:14]2[CH:13]=[CH:24][NH:23][C:25]=2[C:26]([O:28][CH2:29][CH3:30])=[O:27])[CH:20]=1. The catalyst class is: 49. (5) Reactant: C([O:3][P:4]([CH2:9][CH2:10][CH2:11][CH2:12][CH2:13][CH2:14][CH2:15][CH2:16][CH2:17][CH2:18][CH2:19][C:20]([F:32])([F:31])[C:21]([F:30])([F:29])[C:22]([F:28])([F:27])[C:23]([F:26])([F:25])[F:24])([O:6]CC)=[O:5])C.Br[Si](C)(C)C. Product: [P:4]([CH2:9][CH2:10][CH2:11][CH2:12][CH2:13][CH2:14][CH2:15][CH2:16][CH2:17][CH2:18][CH2:19][C:20]([F:31])([F:32])[C:21]([F:29])([F:30])[C:22]([F:27])([F:28])[C:23]([F:24])([F:25])[F:26])([OH:6])([OH:5])=[O:3]. The catalyst class is: 4. (6) The catalyst class is: 29. Product: [Cl:14][C:15]1[N:16]=[C:17]([Cl:22])[N:18]=[C:19]([NH:9][C:7]2[N:6]=[CH:5][N:4]([CH2:3][O:2][CH3:1])[CH:8]=2)[N:20]=1. Reactant: [CH3:1][O:2][CH2:3][N:4]1[CH:8]=[C:7]([N+:9]([O-])=O)[N:6]=[CH:5]1.[H][H].[Cl:14][C:15]1[N:20]=[C:19](Cl)[N:18]=[C:17]([Cl:22])[N:16]=1. (7) Reactant: Cl[C:2]([O:4][CH2:5][CH3:6])=[O:3].N1C=CC=CC=1.[NH2:13][C@@H:14]1[CH2:23][C:22]2[C:17](=[C:18]([S:26]([NH:29][C:30]3[CH:35]=[CH:34][C:33]([C:36]([F:39])([F:38])[F:37])=[CH:32][CH:31]=3)(=[O:28])=[O:27])[CH:19]=[CH:20][C:21]=2[O:24][CH3:25])[O:16][CH2:15]1. Product: [CH3:25][O:24][C:21]1[CH:20]=[CH:19][C:18]([S:26]([NH:29][C:30]2[CH:35]=[CH:34][C:33]([C:36]([F:39])([F:37])[F:38])=[CH:32][CH:31]=2)(=[O:28])=[O:27])=[C:17]2[C:22]=1[CH2:23][C@@H:14]([NH:13][C:2](=[O:3])[O:4][CH2:5][CH3:6])[CH2:15][O:16]2. The catalyst class is: 4. (8) Reactant: Cl.[N:2]1[CH:7]=[CH:6][CH:5]=[CH:4][C:3]=1[C:8]1[CH2:9][CH2:10][NH:11][CH2:12][CH:13]=1.C=O.[CH3:16][O:17][C:18]1[CH:19]=[C:20]([CH:24]=[C:25]([O:27][CH3:28])[CH:26]=1)[C:21]([NH2:23])=[O:22].[C:29](=O)([O-])[O-].[K+].[K+]. Product: [N:2]1[CH:7]=[CH:6][CH:5]=[CH:4][C:3]=1[C:8]1[CH2:9][CH2:10][N:11]([CH2:29][NH:23][C:21](=[O:22])[C:20]2[CH:24]=[C:25]([O:27][CH3:28])[CH:26]=[C:18]([O:17][CH3:16])[CH:19]=2)[CH2:12][CH:13]=1. The catalyst class is: 8. (9) Reactant: [CH3:1][C:2]1[S:3][CH:4]=[C:5]([CH2:7][CH2:8][NH:9][C:10]2[CH:15]=[CH:14][C:13]([N+:16]([O-])=O)=[CH:12][CH:11]=2)[N:6]=1.[H][H]. Product: [CH3:1][C:2]1[S:3][CH:4]=[C:5]([CH2:7][CH2:8][NH:9][C:10]2[CH:15]=[CH:14][C:13]([NH2:16])=[CH:12][CH:11]=2)[N:6]=1. The catalyst class is: 19.